The task is: Predict the product of the given reaction.. This data is from Forward reaction prediction with 1.9M reactions from USPTO patents (1976-2016). (1) Given the reactants C([O-])([O-])=O.[Cs+].[Cs+].CS(O[CH:12]1[CH2:17][CH2:16][O:15][CH:14]([C:18]2[C:23]([Cl:24])=[CH:22][C:21]([C:25]([F:28])([F:27])[F:26])=[CH:20][N:19]=2)[CH2:13]1)(=O)=O.[C:29]1([SH:35])[CH:34]=[CH:33][CH:32]=[CH:31][CH:30]=1, predict the reaction product. The product is: [Cl:24][C:23]1[C:18]([CH:14]2[CH2:13][CH:12]([S:35][C:29]3[CH:34]=[CH:33][CH:32]=[C:31]([C:25]([F:28])([F:27])[F:26])[CH:30]=3)[CH2:17][CH2:16][O:15]2)=[N:19][CH:20]=[C:21]([C:25]([F:26])([F:27])[F:28])[CH:22]=1. (2) Given the reactants [C:1]([O:5][C:6]([N:8]([C:23]1[CH:28]=[CH:27][C:26]([O:29][CH2:30][CH3:31])=[CH:25][CH:24]=1)[C:9]1[N:14]2[N:15]=[CH:16][CH:17]=[C:13]2[N:12]=[C:11]([Cl:18])[C:10]=1[CH2:19][C:20](O)=[O:21])=[O:7])([CH3:4])([CH3:3])[CH3:2].[NH2:32][C@H:33]1[CH2:38][CH2:37][CH2:36][N:35]([C:39]([O:41][C:42]([CH3:45])([CH3:44])[CH3:43])=[O:40])[CH2:34]1.C(NC(C)C)(C)C.[Cl-].[NH4+], predict the reaction product. The product is: [C:1]([O:5][C:6]([N:8]([C:23]1[CH:24]=[CH:25][C:26]([O:29][CH2:30][CH3:31])=[CH:27][CH:28]=1)[C:9]1[N:14]2[N:15]=[CH:16][CH:17]=[C:13]2[N:12]=[C:11]([Cl:18])[C:10]=1[CH2:19][C:20]([NH:32][C@H:33]1[CH2:38][CH2:37][CH2:36][N:35]([C:39]([O:41][C:42]([CH3:45])([CH3:44])[CH3:43])=[O:40])[CH2:34]1)=[O:21])=[O:7])([CH3:3])([CH3:4])[CH3:2]. (3) Given the reactants [Cl:1][C:2]1[CH:27]=[C:26]([Cl:28])[CH:25]=[CH:24][C:3]=1[O:4][C:5]1[CH:10]=[CH:9][CH:8]=[CH:7][C:6]=1[NH:11][S:12]([C:15]1[CH:23]=[CH:22][C:18]([C:19](O)=[O:20])=[CH:17][CH:16]=1)(=[O:14])=[O:13].[N:29]1([CH2:35][CH2:36][CH2:37][N:38]2[CH2:43][CH2:42][NH:41][CH2:40][CH2:39]2)[CH2:34][CH2:33][CH2:32][CH2:31][CH2:30]1, predict the reaction product. The product is: [Cl:1][C:2]1[CH:27]=[C:26]([Cl:28])[CH:25]=[CH:24][C:3]=1[O:4][C:5]1[CH:10]=[CH:9][CH:8]=[CH:7][C:6]=1[NH:11][S:12]([C:15]1[CH:23]=[CH:22][C:18]([C:19]([N:41]2[CH2:40][CH2:39][N:38]([CH2:37][CH2:36][CH2:35][N:29]3[CH2:30][CH2:31][CH2:32][CH2:33][CH2:34]3)[CH2:43][CH2:42]2)=[O:20])=[CH:17][CH:16]=1)(=[O:13])=[O:14]. (4) The product is: [OH:1][C@@H:2]([C@H:4]1[C:24](=[O:25])[N:6]2[C:7]([C:21]([O:23][CH2:28][CH2:29][CH2:30][CH2:31][CH2:32][CH3:33])=[O:22])=[C:8]([S:11]/[CH:12]=[CH:13]\[C:14]3[S:18][CH:17]=[N:16][C:15]=3[CH2:19][OH:20])[C@H:9]([CH3:10])[C@H:5]12)[CH3:3]. Given the reactants [OH:1][C@@H:2]([C@H:4]1[C:24](=[O:25])[N:6]2[C:7]([C:21]([O-:23])=[O:22])=[C:8]([S:11]/[CH:12]=[CH:13]\[C:14]3[S:18][CH:17]=[N:16][C:15]=3[CH2:19][OH:20])[C@H:9]([CH3:10])[C@H:5]12)[CH3:3].[Na+].I[CH2:28][CH2:29][CH2:30][CH2:31][CH2:32][CH3:33], predict the reaction product. (5) The product is: [Cl:44][C:40]1[CH:41]=[C:42]([CH3:43])[C:34]2[N:33]=[C:10]([C:9]3[CH:13]=[CH:14][C:15]([C:17]([F:20])([F:19])[F:18])=[CH:16][C:8]=3[C:3]3[C:2]([Cl:1])=[CH:7][CH:6]=[CH:5][N:4]=3)[O:12][C:36](=[O:37])[C:35]=2[CH:39]=1. Given the reactants [Cl:1][C:2]1[C:3]([C:8]2[CH:16]=[C:15]([C:17]([F:20])([F:19])[F:18])[CH:14]=[CH:13][C:9]=2[C:10]([OH:12])=O)=[N:4][CH:5]=[CH:6][CH:7]=1.CS(Cl)(=O)=O.C(N(CC)CC)C.[NH2:33][C:34]1[C:42]([CH3:43])=[CH:41][C:40]([Cl:44])=[CH:39][C:35]=1[C:36](O)=[O:37].C([O-])([O-])=O.[K+].[K+], predict the reaction product. (6) Given the reactants [Br:1][C:2]1[C:3]([Cl:21])=[C:4]([NH:16][C:17](=[O:20])[O:18][CH3:19])[CH:5]=[C:6]([NH:8][C:9](=[O:15])[O:10][C:11]([CH3:14])([CH3:13])[CH3:12])[CH:7]=1.C[Si]([N-][Si](C)(C)C)(C)C.[Na+].Cl[CH2:33][C:34]1[CH:39]=[CH:38][C:37]([O:40][CH3:41])=[CH:36][CH:35]=1, predict the reaction product. The product is: [Br:1][C:2]1[C:3]([Cl:21])=[C:4]([N:16]([CH2:33][C:34]2[CH:39]=[CH:38][C:37]([O:40][CH3:41])=[CH:36][CH:35]=2)[C:17](=[O:20])[O:18][CH3:19])[CH:5]=[C:6]([N:8]([CH2:33][C:34]2[CH:39]=[CH:38][C:37]([O:40][CH3:41])=[CH:36][CH:35]=2)[C:9](=[O:15])[O:10][C:11]([CH3:14])([CH3:12])[CH3:13])[CH:7]=1.